From a dataset of Forward reaction prediction with 1.9M reactions from USPTO patents (1976-2016). Predict the product of the given reaction. (1) Given the reactants [CH2:1]([O:5][C:6]([N:8]1[CH2:13][CH2:12][N:11]([C:14](=[O:51])[C@@H:15]([NH:21][C:22]([C:24]2[CH:28]=[C:27]([O:29][CH2:30][C:31]([N:33]3[CH2:37][CH2:36][CH2:35][C@H:34]3[C:38](=[O:44])[NH:39][CH:40]3[CH2:43][CH2:42][CH2:41]3)=[O:32])[N:26]([C:45]3[CH:50]=[CH:49][CH:48]=[CH:47][CH:46]=3)[N:25]=2)=[O:23])[CH2:16][CH2:17][C:18]([OH:20])=[O:19])[CH2:10][CH2:9]1)=[O:7])[CH2:2][CH2:3][CH3:4].[CH2:52](Cl)CCl.CO, predict the reaction product. The product is: [CH2:1]([O:5][C:6]([N:8]1[CH2:13][CH2:12][N:11]([C:14](=[O:51])[C@@H:15]([NH:21][C:22]([C:24]2[CH:28]=[C:27]([O:29][CH2:30][C:31]([N:33]3[CH2:37][CH2:36][CH2:35][C@H:34]3[C:38](=[O:44])[NH:39][CH:40]3[CH2:43][CH2:42][CH2:41]3)=[O:32])[N:26]([C:45]3[CH:50]=[CH:49][CH:48]=[CH:47][CH:46]=3)[N:25]=2)=[O:23])[CH2:16][CH2:17][C:18]([O:20][CH3:52])=[O:19])[CH2:10][CH2:9]1)=[O:7])[CH2:2][CH2:3][CH3:4]. (2) The product is: [Cl:9][C:4]1[CH:3]=[C:2]([CH:7]=[CH:6][C:5]=1[S:8][CH2:14][C:15]1[CH:16]=[N:17][CH:18]=[CH:19][CH:20]=1)[NH2:1]. Given the reactants [NH2:1][C:2]1[CH:7]=[CH:6][C:5]([SH:8])=[C:4]([Cl:9])[CH:3]=1.[OH-].[Na+].Cl.Cl[CH2:14][C:15]1[CH:16]=[N:17][CH:18]=[CH:19][CH:20]=1, predict the reaction product. (3) Given the reactants [CH2:1]([O:3][C:4]([CH:6]1[CH2:11][CH2:10][NH:9][CH2:8][CH2:7]1)=[O:5])[CH3:2].Cl[C:13]1[CH:18]=[CH:17][C:16]([F:19])=[CH:15][N:14]=1.C1(C)C=CC=CC=1.CC([O-])(C)C.[Na+], predict the reaction product. The product is: [CH2:1]([O:3][C:4]([CH:6]1[CH2:11][CH2:10][N:9]([C:13]2[CH:18]=[CH:17][C:16]([F:19])=[CH:15][N:14]=2)[CH2:8][CH2:7]1)=[O:5])[CH3:2]. (4) Given the reactants [N:1]1[CH:6]=[CH:5][CH:4]=[CH:3][C:2]=1[C:7]([C:9]1[S:13][C:12]([NH2:14])=[N:11][C:10]=1[C:15]1[O:16][CH:17]=[CH:18][CH:19]=1)=[O:8].[C:20](Cl)(=[O:22])[CH3:21], predict the reaction product. The product is: [O:16]1[CH:17]=[CH:18][CH:19]=[C:15]1[C:10]1[N:11]=[C:12]([NH:14][C:20](=[O:22])[CH3:21])[S:13][C:9]=1[C:7]([C:2]1[CH:3]=[CH:4][CH:5]=[CH:6][N:1]=1)=[O:8]. (5) Given the reactants [Br:1][C:2]1[CH:7]=[CH:6][C:5]([CH2:8][CH2:9]Br)=[CH:4][CH:3]=1.[Cl:11][C:12]1[CH:13]=[C:14]([N:19]2[C:27](=[O:28])[CH:22]3[CH2:23][NH:24][CH2:25][CH2:26][N:21]3[C:20]2=[O:29])[CH:15]=[C:16]([Cl:18])[CH:17]=1.C(=O)([O-])[O-].[K+].[K+].[I-].[Na+], predict the reaction product. The product is: [Br:1][C:2]1[CH:7]=[CH:6][C:5]([CH2:8][CH2:9][N:24]2[CH2:25][CH2:26][N:21]3[C:20](=[O:29])[N:19]([C:14]4[CH:15]=[C:16]([Cl:18])[CH:17]=[C:12]([Cl:11])[CH:13]=4)[C:27](=[O:28])[CH:22]3[CH2:23]2)=[CH:4][CH:3]=1. (6) Given the reactants CC(C)([O-])C.[K+].[CH3:7][C:8]1[N:9]=[N:10][S:11][C:12]=1[CH2:13][OH:14].F[C:16]1[CH:23]=[CH:22][C:21]([C:24]2[N:29]=[C:28]([NH:30][C:31]3[CH:36]=[CH:35][C:34]([N:37]4[CH2:42][CH2:41][N:40]([CH:43]5[CH2:46][O:45][CH2:44]5)[CH2:39][CH2:38]4)=[CH:33][CH:32]=3)[N:27]=[CH:26][N:25]=2)=[CH:20][C:17]=1[C:18]#[N:19], predict the reaction product. The product is: [CH3:7][C:8]1[N:9]=[N:10][S:11][C:12]=1[CH2:13][O:14][C:16]1[CH:23]=[CH:22][C:21]([C:24]2[N:29]=[C:28]([NH:30][C:31]3[CH:32]=[CH:33][C:34]([N:37]4[CH2:42][CH2:41][N:40]([CH:43]5[CH2:46][O:45][CH2:44]5)[CH2:39][CH2:38]4)=[CH:35][CH:36]=3)[N:27]=[CH:26][N:25]=2)=[CH:20][C:17]=1[C:18]#[N:19]. (7) Given the reactants [NH2:1][C:2]1[N:7]=[CH:6][C:5]([CH2:8][CH:9]([CH:13]([SH:24])[CH2:14][CH2:15][C:16]2[CH:21]=[CH:20][C:19]([O:22]C)=[CH:18][CH:17]=2)[C:10]([OH:12])=[O:11])=[CH:4][CH:3]=1.Cl, predict the reaction product. The product is: [NH2:1][C:2]1[N:7]=[CH:6][C:5]([CH2:8][CH:9]([CH:13]([SH:24])[CH2:14][CH2:15][C:16]2[CH:17]=[CH:18][C:19]([OH:22])=[CH:20][CH:21]=2)[C:10]([OH:12])=[O:11])=[CH:4][CH:3]=1. (8) Given the reactants BrC1C=C(C=CC=1C)N.[NH2:10][C:11]1[CH:12]=[CH:13][C:14]([CH3:27])=[C:15]([C:17]2[CH:22]=[CH:21][C:20]([C:23]([O:25][CH3:26])=[O:24])=[CH:19][CH:18]=2)[CH:16]=1.COC(C1C=CC(B(O)O)=CC=1)=O.C(=O)([O-])[O-].[Cs+].[Cs+], predict the reaction product. The product is: [NH2:10][C:11]1[CH:12]=[CH:13][C:14]([CH3:27])=[C:15]([C:17]2[CH:22]=[CH:21][C:20]([C:23]([O:25][CH3:26])=[O:24])=[CH:19][CH:18]=2)[CH:16]=1. (9) Given the reactants [N+:1]([C:4]1[CH:12]=[CH:11][CH:10]=[C:9]2[C:5]=1[CH:6]=[CH:7][N:8]2[CH2:13][C:14]1[CH:19]=[CH:18][N:17]=[C:16]([NH:20][C:21]2[CH:26]=[N:25][CH:24]=[CH:23][N:22]=2)[CH:15]=1)([O-])=O.C(O)C.O.[Cl-].[NH4+], predict the reaction product. The product is: [N:22]1[CH:23]=[CH:24][N:25]=[CH:26][C:21]=1[NH:20][C:16]1[CH:15]=[C:14]([CH2:13][N:8]2[C:9]3[C:5](=[C:4]([NH2:1])[CH:12]=[CH:11][CH:10]=3)[CH:6]=[CH:7]2)[CH:19]=[CH:18][N:17]=1. (10) Given the reactants [F:1][C:2]([F:12])([F:11])[C:3]1[CH:4]=[N:5][CH:6]=[C:7]([CH:10]=1)[C:8]#[N:9].[BH4-].[Na+].Cl.[NH4+].[OH-], predict the reaction product. The product is: [F:11][C:2]([F:1])([F:12])[C:3]1[CH:10]=[C:7]([CH2:8][NH2:9])[CH:6]=[N:5][CH:4]=1.